Dataset: Catalyst prediction with 721,799 reactions and 888 catalyst types from USPTO. Task: Predict which catalyst facilitates the given reaction. (1) Reactant: [OH:1][C:2]1[CH:7]=[CH:6][C:5]([CH2:8][CH:9]([O:14][CH3:15])[C:10]([O:12]C)=[O:11])=[CH:4][CH:3]=1.[OH-].[Na+]. Product: [OH:1][C:2]1[CH:3]=[CH:4][C:5]([CH2:8][CH:9]([O:14][CH3:15])[C:10]([OH:12])=[O:11])=[CH:6][CH:7]=1. The catalyst class is: 5. (2) Reactant: [CH2:1]([NH:6][C:7]1[CH:12]=[CH:11][C:10]([C:13]2[O:14][C:15]3[CH:21]=[CH:20][CH:19]=[CH:18][C:16]=3[N:17]=2)=[CH:9][C:8]=1[N+:22]([O-])=O)[C:2]([CH3:5])([CH3:4])[CH3:3].[H][H]. Product: [CH2:1]([NH:6][C:7]1[CH:12]=[CH:11][C:10]([C:13]2[O:14][C:15]3[CH:21]=[CH:20][CH:19]=[CH:18][C:16]=3[N:17]=2)=[CH:9][C:8]=1[NH2:22])[C:2]([CH3:5])([CH3:4])[CH3:3]. The catalyst class is: 481. (3) Reactant: [Br:1][C:2]1[CH:7]=[CH:6][C:5]2[C:8]3[C:13]([C:14]4([CH2:19][CH2:18][NH:17][CH2:16][CH2:15]4)[C:4]=2[CH:3]=1)=[CH:12][C:11]([Br:20])=[CH:10][CH:9]=3.CCN(CC)CC.[C:28](Cl)(=[O:30])[CH3:29]. Product: [Br:1][C:2]1[CH:7]=[CH:6][C:5]2[C:8]3[C:13]([C:14]4([CH2:15][CH2:16][N:17]([C:28](=[O:30])[CH3:29])[CH2:18][CH2:19]4)[C:4]=2[CH:3]=1)=[CH:12][C:11]([Br:20])=[CH:10][CH:9]=3. The catalyst class is: 18. (4) Reactant: Br[C:2]1[CH:3]=[C:4]([CH2:8][C:9]([O:11][C:12]([CH3:15])([CH3:14])[CH3:13])=[O:10])[CH:5]=[CH:6][CH:7]=1.[CH2:16]([Sn](CCCC)(CCCC)CCCC)[CH:17]=C.[F-].[K+].O. Product: [CH:16]([C:2]1[CH:3]=[C:4]([CH2:8][C:9]([O:11][C:12]([CH3:15])([CH3:14])[CH3:13])=[O:10])[CH:5]=[CH:6][CH:7]=1)=[CH2:17]. The catalyst class is: 109. (5) Reactant: [F:1][C:2]1[CH:3]=[C:4]([NH2:9])[C:5]([NH2:8])=[CH:6][CH:7]=1.[S:10](Cl)(Cl)=O.O. Product: [F:1][C:2]1[CH:7]=[CH:6][C:5]2=[N:8][S:10][N:9]=[C:4]2[CH:3]=1. The catalyst class is: 542. (6) Reactant: [CH2:1]([O:8][C:9]1[C:10]([O:24][CH3:25])=[CH:11][C:12]([C:20]([CH3:23])([CH3:22])[CH3:21])=[C:13](/[CH:15]=[CH:16]/[C:17](O)=[O:18])[CH:14]=1)[C:2]1[CH:7]=[CH:6][CH:5]=[CH:4][CH:3]=1.[CH2:26]([O:33][C:34]1[CH:35]=[C:36]([CH2:42][CH2:43][NH2:44])[CH:37]=[CH:38][C:39]=1[O:40][CH3:41])[C:27]1[CH:32]=[CH:31][CH:30]=[CH:29][CH:28]=1.CCN(C(C)C)C(C)C.CN(C(ON1N=NC2C=CC=NC1=2)=[N+](C)C)C.F[P-](F)(F)(F)(F)F. Product: [CH2:1]([O:8][C:9]1[C:10]([O:24][CH3:25])=[CH:11][C:12]([C:20]([CH3:21])([CH3:23])[CH3:22])=[C:13](/[CH:15]=[CH:16]/[C:17]([NH:44][CH2:43][CH2:42][C:36]2[CH:37]=[CH:38][C:39]([O:40][CH3:41])=[C:34]([O:33][CH2:26][C:27]3[CH:28]=[CH:29][CH:30]=[CH:31][CH:32]=3)[CH:35]=2)=[O:18])[CH:14]=1)[C:2]1[CH:3]=[CH:4][CH:5]=[CH:6][CH:7]=1. The catalyst class is: 329. (7) Reactant: [N:1]1[C:10]2[C:5](=[CH:6][C:7]([C:11]3[CH:12]=[N:13][N:14]([C:17]4[CH:22]=[CH:21][CH:20]=[CH:19][CH:18]=4)[C:15]=3[NH2:16])=[CH:8][CH:9]=2)[N:4]=[CH:3][CH:2]=1.[CH3:23][O:24][C:25](=[O:33])[C:26]1[CH:31]=[CH:30][CH:29]=[CH:28][C:27]=1Br.P([O-])([O-])([O-])=O.[K+].[K+].[K+].C(P(C(C)(C)C)C1C=CC=CC=1C1C=CC=CC=1)(C)(C)C. Product: [CH3:23][O:24][C:25](=[O:33])[C:26]1[CH:31]=[CH:30][CH:29]=[CH:28][C:27]=1[NH:16][C:15]1[N:14]([C:17]2[CH:22]=[CH:21][CH:20]=[CH:19][CH:18]=2)[N:13]=[CH:12][C:11]=1[C:7]1[CH:6]=[C:5]2[C:10](=[CH:9][CH:8]=1)[N:1]=[CH:2][CH:3]=[N:4]2. The catalyst class is: 493. (8) Reactant: [C:1]([C:3]1[C:28]([O:29][CH3:30])=[CH:27][C:6]2[C:7]3[N:12]([CH:13]([C:15]([CH3:20])([CH3:19])[CH2:16][O:17][CH3:18])[CH2:14][C:5]=2[CH:4]=1)[CH:11]=[C:10]([C:21]([O:23]CC)=[O:22])[C:9](=[O:26])[CH:8]=3)#[N:2].[Li+].[OH-]. Product: [C:1]([C:3]1[C:28]([O:29][CH3:30])=[CH:27][C:6]2[C:7]3[N:12]([CH:13]([C:15]([CH3:20])([CH3:19])[CH2:16][O:17][CH3:18])[CH2:14][C:5]=2[CH:4]=1)[CH:11]=[C:10]([C:21]([OH:23])=[O:22])[C:9](=[O:26])[CH:8]=3)#[N:2]. The catalyst class is: 1. (9) Reactant: [OH:1][CH2:2][C@H:3]1[CH2:6][CH2:5][N:4]1[C:7]([O:9][C:10]([CH3:13])([CH3:12])[CH3:11])=[O:8].[H-].[Na+].[CH3:16]I. Product: [CH3:16][O:1][CH2:2][C@H:3]1[CH2:6][CH2:5][N:4]1[C:7]([O:9][C:10]([CH3:13])([CH3:12])[CH3:11])=[O:8]. The catalyst class is: 3. (10) Reactant: [O:1]=[S:2]1(=[O:33])[CH2:7][CH2:6][N:5]([CH2:8][C:9]2[CH:14]=[CH:13][C:12]([NH:15][C:16]([C:18]3[CH:23]=[CH:22][C:21]([C:24]4[CH:29]=[C:28]([CH2:30][OH:31])[CH:27]=[CH:26][C:25]=4[CH3:32])=[CH:20][CH:19]=3)=[O:17])=[CH:11][CH:10]=2)[CH2:4][CH2:3]1. Product: [O:33]=[S:2]1(=[O:1])[CH2:7][CH2:6][N:5]([CH2:8][C:9]2[CH:14]=[CH:13][C:12]([NH:15][C:16]([C:18]3[CH:19]=[CH:20][C:21]([C:24]4[CH:29]=[C:28]([CH:30]=[O:31])[CH:27]=[CH:26][C:25]=4[CH3:32])=[CH:22][CH:23]=3)=[O:17])=[CH:11][CH:10]=2)[CH2:4][CH2:3]1. The catalyst class is: 327.